From a dataset of Reaction yield outcomes from USPTO patents with 853,638 reactions. Predict the reaction yield, written as a fraction of the theoretical maximum amount of product (1.0 means a 100% yield; for example, 0.34 means a 34% yield). (1) The reactants are CC1C=CC(S(O[CH2:12][CH:13]([NH:19][C:20]([O:22][C:23]([CH3:26])([CH3:25])[CH3:24])=[O:21])[C:14]2[CH:18]=[CH:17][S:16][CH:15]=2)(=O)=O)=CC=1.[C-:27]#[N:28].[Na+].[Na+].[Cl-]. The catalyst is CS(C)=O. The product is [C:27]([CH2:12][CH:13]([NH:19][C:20](=[O:21])[O:22][C:23]([CH3:24])([CH3:25])[CH3:26])[C:14]1[CH:18]=[CH:17][S:16][CH:15]=1)#[N:28]. The yield is 0.250. (2) The product is [Cl:1][C:2]1[C:11]2[C:6](=[CH:7][C:8]([O:14][CH2:16][CH2:17][O:18][CH:19]3[CH2:24][CH2:23][O:22][CH2:21][CH2:20]3)=[C:9]([C:12]#[N:13])[CH:10]=2)[N:5]=[CH:4][CH:3]=1. The reactants are [Cl:1][C:2]1[C:11]2[C:6](=[CH:7][C:8]([OH:14])=[C:9]([C:12]#[N:13])[CH:10]=2)[N:5]=[CH:4][CH:3]=1.O[CH2:16][CH2:17][O:18][CH:19]1[CH2:24][CH2:23][O:22][CH2:21][CH2:20]1.C1(P(C2C=CC=CC=2)C2C=CC=CC=2)C=CC=CC=1.N(C(OCC)=O)=NC(OCC)=O. The yield is 0.650. The catalyst is C(Cl)Cl. (3) The reactants are C[O:2][C:3](=O)[C:4]1[CH:9]=[CH:8][C:7]([Br:10])=[CH:6][CH:5]=1.O.[NH2:13][NH2:14]. The catalyst is C(O)C. The product is [Br:10][C:7]1[CH:8]=[CH:9][C:4]([C:3]([NH:13][NH2:14])=[O:2])=[CH:5][CH:6]=1. The yield is 0.670. (4) The reactants are [CH3:1][C:2]1[CH:8]=[CH:7][C:5]([NH2:6])=[CH:4][CH:3]=1.[N:9]([O-])=O.[Na+].C([O-])(=O)C.[Na+].[C:18]([CH2:21][C:22](=[O:24])[CH3:23])(=[O:20])[CH3:19]. The catalyst is C(O)(=O)C.Cl.O.C(O)C. The product is [CH3:1][C:2]1[CH:8]=[CH:7][C:5]([NH:6][N:9]=[C:21]([C:22](=[O:24])[CH3:23])[C:18](=[O:20])[CH3:19])=[CH:4][CH:3]=1. The yield is 0.240. (5) The reactants are [Br-].[CH2:2]([P+](C1C=CC=CC=1)(C1C=CC=CC=1)C1C=CC=CC=1)[CH2:3][CH2:4][CH2:5][CH2:6][CH3:7].C1C=CC=CC=1.C[Si]([N-][Si](C)(C)C)(C)C.[Na+].[CH3:43][O:44][C:45]1[CH:64]=[CH:63][C:48]([C:49]([C:51]2[CH:56]=[CH:55][C:54]([O:57][CH3:58])=[C:53]([C:59]([O:61][CH3:62])=[O:60])[CH:52]=2)=O)=[CH:47][C:46]=1[C:65]([O:67][CH3:68])=[O:66]. The catalyst is C1COCC1. The product is [CH3:2][CH2:3][CH2:4][CH2:5][CH2:6][CH:7]=[C:49]([C:51]1[CH:56]=[CH:55][C:54]([O:57][CH3:58])=[C:53]([C:59]([O:61][CH3:62])=[O:60])[CH:52]=1)[C:48]1[CH:63]=[CH:64][C:45]([O:44][CH3:43])=[C:46]([C:65]([O:67][CH3:68])=[O:66])[CH:47]=1. The yield is 0.460. (6) The reactants are [N:1]1[O:2][N:3]=[C:4]2[CH:9]=[C:8]([C:10]([O:12]CC)=[O:11])[CH:7]=[CH:6][C:5]=12.[OH-].[Na+].Cl. The catalyst is CO. The product is [N:1]1[O:2][N:3]=[C:4]2[CH:9]=[C:8]([C:10]([OH:12])=[O:11])[CH:7]=[CH:6][C:5]=12. The yield is 0.820.